From a dataset of Catalyst prediction with 721,799 reactions and 888 catalyst types from USPTO. Predict which catalyst facilitates the given reaction. Reactant: [C:1]([C:4]1[C:5]([C:21]2[CH:26]=[CH:25][CH:24]=[C:23]([F:27])[CH:22]=2)=[C:6]([Br:20])[N:7]2[CH2:12][CH2:11][N:10](C(OC(C)(C)C)=O)[CH2:9][C:8]=12)(=[O:3])[NH2:2].FC(F)(F)C(O)=O. Product: [Br:20][C:6]1[N:7]2[CH2:12][CH2:11][NH:10][CH2:9][C:8]2=[C:4]([C:1]([NH2:2])=[O:3])[C:5]=1[C:21]1[CH:26]=[CH:25][CH:24]=[C:23]([F:27])[CH:22]=1. The catalyst class is: 4.